This data is from Reaction yield outcomes from USPTO patents with 853,638 reactions. The task is: Predict the reaction yield, written as a fraction of the theoretical maximum amount of product (1.0 means a 100% yield; for example, 0.34 means a 34% yield). The reactants are [C:1]([O:5][C:6]([N:8]1[CH2:13][CH2:12][CH:11]([C:14]2[C:22]3[C:17](=[CH:18][C:19]([F:23])=[CH:20][CH:21]=3)[NH:16][C:15]=2[CH2:24][CH3:25])[CH2:10][CH2:9]1)=[O:7])([CH3:4])([CH3:3])[CH3:2].P([O-])([O-])([O-])=O.[K+].[K+].[K+].I[C:35]1[CH:40]=[CH:39][CH:38]=[CH:37][CH:36]=1.CNC1CCCCC1NC. The catalyst is C1(C)C=CC=CC=1.[Cu](I)I.C(OCC)(=O)C.O. The product is [C:1]([O:5][C:6]([N:8]1[CH2:9][CH2:10][CH:11]([C:14]2[C:22]3[C:17](=[CH:18][C:19]([F:23])=[CH:20][CH:21]=3)[N:16]([C:35]3[CH:40]=[CH:39][CH:38]=[CH:37][CH:36]=3)[C:15]=2[CH2:24][CH3:25])[CH2:12][CH2:13]1)=[O:7])([CH3:4])([CH3:3])[CH3:2]. The yield is 0.270.